Dataset: Catalyst prediction with 721,799 reactions and 888 catalyst types from USPTO. Task: Predict which catalyst facilitates the given reaction. (1) Reactant: Cl[C:2]1[C:3]2[C:4](=[CH:14][N:15](CC3C=CC(OC)=CC=3)[N:16]=2)[N:5]=[C:6]([C:8]2[CH:13]=[CH:12][N:11]=[CH:10][CH:9]=2)[N:7]=1.[NH:26]1[CH:30]=[CH:29][C:28]([NH2:31])=[N:27]1.Cl. Product: [NH:26]1[CH:30]=[CH:29][C:28]([NH:31][C:2]2[C:3]3[NH:16][N:15]=[CH:14][C:4]=3[N:5]=[C:6]([C:8]3[CH:9]=[CH:10][N:11]=[CH:12][CH:13]=3)[N:7]=2)=[N:27]1. The catalyst class is: 71. (2) Reactant: S(Cl)([Cl:3])=O.[CH3:5][C@H:6]1[CH2:11][CH2:10][C@H:9]([NH:12]C(C2C=NC3C(C=2Cl)=CC2OCCOC=2C=3)=O)[CH2:8][CH2:7]1. Product: [ClH:3].[CH3:5][C@H:6]1[CH2:11][CH2:10][C@H:9]([NH2:12])[CH2:8][CH2:7]1. The catalyst class is: 66. (3) Reactant: [CH3:1][O:2][C:3]1[CH:4]=[C:5]([CH2:9][C:10]#[N:11])[CH:6]=[CH:7][CH:8]=1.C([Li])CCC.CCCCCC.Br[C:24]1[CH:29]=[CH:28][N:27]=[CH:26][CH:25]=1. Product: [CH3:1][O:2][C:3]1[CH:4]=[C:5]([CH:9]([C:24]2[CH:29]=[CH:28][N:27]=[CH:26][CH:25]=2)[C:10]#[N:11])[CH:6]=[CH:7][CH:8]=1. The catalyst class is: 7. (4) Reactant: [Cl:1][C:2]1[CH:3]=[C:4]([CH:9]2[CH2:14][CH2:13][N:12]([CH2:15][C@H:16]([OH:38])[CH2:17][O:18][C:19]3[C:27]4[CH:26]=[C:25]([C:28]5[O:29][C:30]([C:33](OCC)=[O:34])=[N:31][N:32]=5)[O:24][C:23]=4[CH:22]=[CH:21][CH:20]=3)[CH2:11][CH2:10]2)[CH:5]=[CH:6][C:7]=1[Cl:8].[BH4-].[Li+]. Product: [Cl:1][C:2]1[CH:3]=[C:4]([CH:9]2[CH2:10][CH2:11][N:12]([CH2:15][C@H:16]([OH:38])[CH2:17][O:18][C:19]3[C:27]4[CH:26]=[C:25]([C:28]5[O:29][C:30]([CH2:33][OH:34])=[N:31][N:32]=5)[O:24][C:23]=4[CH:22]=[CH:21][CH:20]=3)[CH2:13][CH2:14]2)[CH:5]=[CH:6][C:7]=1[Cl:8]. The catalyst class is: 1. (5) Reactant: [C:1]([O:4][C:5]1[CH:10]=[CH:9][C:8]([C:11]2[N:12]=[C:13]([CH2:18][C:19]3[CH:24]=[CH:23][CH:22]=[CH:21][CH:20]=3)[C:14]([NH2:17])=[N:15][CH:16]=2)=[CH:7][CH:6]=1)(=[O:3])[CH3:2].C(N([CH2:30][CH3:31])CC)C.[CH2:32]([S:39](Cl)(=[O:41])=[O:40])[C:33]1[CH:38]=[CH:37][CH:36]=[CH:35][CH:34]=1.Cl. Product: [C:1]([O:4][C:5]1[CH:6]=[CH:7][C:8]([C:11]2[N:12]=[C:13]([CH2:18][C:19]3[CH:24]=[CH:23][CH:22]=[CH:21][CH:20]=3)[C:14]([N:17]([S:39]([CH2:32][C:31]3[CH:30]=[CH:35][CH:34]=[CH:33][CH:38]=3)(=[O:41])=[O:40])[S:39]([CH2:32][C:33]3[CH:38]=[CH:37][CH:36]=[CH:35][CH:34]=3)(=[O:41])=[O:40])=[N:15][CH:16]=2)=[CH:9][CH:10]=1)(=[O:3])[CH3:2]. The catalyst class is: 4.